Dataset: Reaction yield outcomes from USPTO patents with 853,638 reactions. Task: Predict the reaction yield, written as a fraction of the theoretical maximum amount of product (1.0 means a 100% yield; for example, 0.34 means a 34% yield). (1) The reactants are CO[CH:3](OC)[CH2:4][N:5]([CH3:24])[C:6]([C:8]1[NH:9][CH:10]=[C:11]([C:13](=[O:23])[CH2:14][C:15]2[CH:20]=[CH:19][CH:18]=[C:17]([F:21])[C:16]=2[F:22])[CH:12]=1)=[O:7].O=P(Cl)(Cl)Cl.C(Cl)Cl.CO. The catalyst is O1CCOCC1. The product is [F:22][C:16]1[C:17]([F:21])=[CH:18][CH:19]=[CH:20][C:15]=1[CH2:14][C:13]([C:11]1[C:12]2[CH:3]=[CH:4][N:5]([CH3:24])[C:6](=[O:7])[C:8]=2[NH:9][CH:10]=1)=[O:23]. The yield is 0.410. (2) The reactants are C(O[BH-](OC(=O)C)OC(=O)C)(=O)C.[Na+].[F:15][C:16]1[CH:17]=[C:18]2[C:22](=[CH:23][C:24]=1[F:25])[NH:21][CH:20]=[C:19]2[CH:26]=O.[CH2:28]([NH:30][CH2:31][CH3:32])[CH3:29]. The catalyst is C(O)(C(F)(F)F)=O.C(Cl)Cl. The product is [F:15][C:16]1[CH:17]=[C:18]2[C:22](=[CH:23][C:24]=1[F:25])[NH:21][CH:20]=[C:19]2[CH2:26][N:30]([CH2:31][CH3:32])[CH2:28][CH3:29]. The yield is 0.684. (3) The reactants are [F:1][C:2]([F:23])([F:22])[C:3]1[N:8]=[CH:7][C:6]([C@H:9]([NH:11][C:12]2[C:13]3[CH2:21][NH:20][CH2:19][CH2:18][C:14]=3[N:15]=[CH:16][N:17]=2)[CH3:10])=[CH:5][CH:4]=1.[Cl:24][C:25]1[CH:26]=[CH:27][C:28](F)=[C:29]([CH:32]=1)[C:30]#[N:31].C(N(CC)C(C)C)(C)C. The catalyst is C(#N)C. The product is [Cl:24][C:25]1[CH:26]=[CH:27][C:28]([N:20]2[CH2:19][CH2:18][C:14]3[N:15]=[CH:16][N:17]=[C:12]([NH:11][C@@H:9]([C:6]4[CH:7]=[N:8][C:3]([C:2]([F:1])([F:22])[F:23])=[CH:4][CH:5]=4)[CH3:10])[C:13]=3[CH2:21]2)=[C:29]([CH:32]=1)[C:30]#[N:31]. The yield is 0.510. (4) The reactants are S(Cl)(Cl)=O.[CH:5]1([CH2:8][C:9]([OH:11])=O)[CH2:7][CH2:6]1.[Cl:12][C:13]1[C:18]([N:19]2[CH2:24][CH2:23][CH:22]([C:25]3[CH:30]=[CH:29][CH:28]=[C:27]([O:31][CH3:32])[CH:26]=3)[CH2:21][CH2:20]2)=[CH:17][N:16]=[N:15][C:14]=1[NH:33][NH2:34].C(=O)(O)[O-].[Na+]. The catalyst is C(Cl)Cl.C(OCC)(=O)C.C1COCC1.O. The product is [Cl:12][C:13]1[C:18]([N:19]2[CH2:20][CH2:21][CH:22]([C:25]3[CH:30]=[CH:29][CH:28]=[C:27]([O:31][CH3:32])[CH:26]=3)[CH2:23][CH2:24]2)=[CH:17][N:16]=[N:15][C:14]=1[NH:33][NH:34][C:9](=[O:11])[CH2:8][CH:5]1[CH2:6][CH2:7]1. The yield is 0.800. (5) The reactants are [CH3:1][C:2]1[C:3]([C@H:8]2[CH2:13][CH2:12][CH2:11][C@@H:10]([C:14]3[C:19]([CH3:20])=[CH:18][CH:17]=[CH:16][N:15]=3)[NH:9]2)=[N:4][CH:5]=[CH:6][CH:7]=1.Br[CH2:22][C:23]1[CH:30]=[CH:29][C:26]([C:27]#[N:28])=[C:25]([F:31])[CH:24]=1.CCN(C(C)C)C(C)C. The yield is 1.00. The catalyst is CC#N. The product is [CH3:1][C:2]1[C:3]([C@H:8]2[CH2:13][CH2:12][CH2:11][C@@H:10]([C:14]3[C:19]([CH3:20])=[CH:18][CH:17]=[CH:16][N:15]=3)[N:9]2[CH2:22][C:23]2[CH:30]=[CH:29][C:26]([C:27]#[N:28])=[C:25]([F:31])[CH:24]=2)=[N:4][CH:5]=[CH:6][CH:7]=1. (6) The reactants are [F:1][C:2]([F:12])([F:11])[O:3][C:4]1[CH:9]=[CH:8][CH:7]=[CH:6][C:5]=1[OH:10].C(N(CC)C(C)C)(C)C.[CH3:22][O:23][CH2:24]Cl. The catalyst is ClCCl.CC(OC)(C)C. The product is [CH3:22][O:23][CH2:24][O:10][C:5]1[CH:6]=[CH:7][CH:8]=[CH:9][C:4]=1[O:3][C:2]([F:11])([F:12])[F:1]. The yield is 0.930. (7) The product is [C:1]([O:5][C:6](=[O:50])[N:7]([CH2:8][C:9]1[CH:10]=[CH:11][C:12]([O:15][CH3:16])=[CH:13][CH:14]=1)[C:17]1[CH:22]=[C:21]([CH2:23][C@H:24]2[C:27](=[O:28])[NH:26][C@@H:25]2[CH:46]=[N:47][O:48][CH3:49])[CH:20]=[CH:19][N:18]=1)([CH3:3])([CH3:4])[CH3:2]. The yield is 0.810. The reactants are [C:1]([O:5][C:6](=[O:50])[N:7]([C:17]1[CH:22]=[C:21]([CH2:23][C@H:24]2[C:27](=[O:28])[N:26]([Si](C(C)(C)C)(C3C=CC=CC=3)C3C=CC=CC=3)[C@@H:25]2[CH:46]=[N:47][O:48][CH3:49])[CH:20]=[CH:19][N:18]=1)[CH2:8][C:9]1[CH:14]=[CH:13][C:12]([O:15][CH3:16])=[CH:11][CH:10]=1)([CH3:4])([CH3:3])[CH3:2].C(O)(=O)C.[F-].[NH4+]. The catalyst is CO. (8) The reactants are [O:1]=[C:2]1[C:10]2([CH2:14][O:13][C:12]3[CH:15]=[C:16]4[C:20](=[CH:21][C:11]2=3)[CH2:19][CH2:18][O:17]4)[C:9]2[C:4](=[CH:5][CH:6]=[CH:7][CH:8]=2)[N:3]1[CH2:22][C:23]1[O:24][CH:25]=[C:26]([C:28]([O:30]C)=[O:29])[N:27]=1.[OH-].[Na+]. The catalyst is O.CO. The product is [O:1]=[C:2]1[C:10]2([CH2:14][O:13][C:12]3[CH:15]=[C:16]4[C:20](=[CH:21][C:11]2=3)[CH2:19][CH2:18][O:17]4)[C:9]2[C:4](=[CH:5][CH:6]=[CH:7][CH:8]=2)[N:3]1[CH2:22][C:23]1[O:24][CH:25]=[C:26]([C:28]([OH:30])=[O:29])[N:27]=1. The yield is 0.750. (9) The reactants are Br[C:2]1[CH:7]=[CH:6][C:5]([CH2:8][CH2:9][NH:10][C:11](=[O:17])[O:12][C:13]([CH3:16])([CH3:15])[CH3:14])=[CH:4][CH:3]=1.[CH3:18][N:19](C=O)C. The catalyst is [C-]#N.[C-]#N.[Zn+2].C1C=CC([P]([Pd]([P](C2C=CC=CC=2)(C2C=CC=CC=2)C2C=CC=CC=2)([P](C2C=CC=CC=2)(C2C=CC=CC=2)C2C=CC=CC=2)[P](C2C=CC=CC=2)(C2C=CC=CC=2)C2C=CC=CC=2)(C2C=CC=CC=2)C2C=CC=CC=2)=CC=1. The product is [C:18]([C:2]1[CH:7]=[CH:6][C:5]([CH2:8][CH2:9][NH:10][C:11](=[O:17])[O:12][C:13]([CH3:16])([CH3:15])[CH3:14])=[CH:4][CH:3]=1)#[N:19]. The yield is 0.310.